This data is from Tox21: 12 toxicity assays (nuclear receptors and stress response pathways). The task is: Binary classification across 12 toxicity assays. (1) The compound is C=C1C(C)(C)[C@@]2(Cl)C(Cl)[C@]1(Cl)C(Cl)(Cl)C2(Cl)Cl. It tested positive (active) for: SR-ARE (Antioxidant Response Element (oxidative stress)), SR-HSE (Heat Shock Element response), and SR-MMP (Mitochondrial Membrane Potential disruption). (2) The compound is NC(=O)N(O)[C@@H]1C=C[C@H](Oc2cccc(Oc3ccc(F)cc3)c2)C1. It tested positive (active) for: NR-ER (Estrogen Receptor agonist activity), and SR-ARE (Antioxidant Response Element (oxidative stress)). (3) The compound is Cc1ccc(-c2nc3ccc(C)cn3c2CC(=O)N(C)C)cc1. It tested positive (active) for: NR-AR (Androgen Receptor agonist activity). (4) The compound is C=CC(=O)NCNC(=O)C=C. It tested positive (active) for: SR-ARE (Antioxidant Response Element (oxidative stress)). (5) The molecule is Nc1cc(Cl)c(-c2cc(Cl)c(N)cc2Cl)cc1Cl. It tested positive (active) for: NR-AhR (Aryl hydrocarbon Receptor agonist activity), NR-Aromatase (Aromatase enzyme inhibition), SR-ARE (Antioxidant Response Element (oxidative stress)), SR-ATAD5 (ATAD5 genotoxicity (DNA damage)), SR-HSE (Heat Shock Element response), SR-MMP (Mitochondrial Membrane Potential disruption), and SR-p53 (p53 tumor suppressor activation). (6) The molecule is NNC(=O)OCc1ccccc1. It tested positive (active) for: NR-AhR (Aryl hydrocarbon Receptor agonist activity). (7) The drug is N#Cc1sc2c(=O)c3ccccc3c(=O)c=2sc1C#N. It tested positive (active) for: NR-AhR (Aryl hydrocarbon Receptor agonist activity), and SR-ARE (Antioxidant Response Element (oxidative stress)). (8) The drug is Nc1c(CC(=O)[O-])cccc1C(=O)c1ccc(Br)cc1.Nc1c(CC(=O)[O-])cccc1C(=O)c1ccc(Br)cc1. It tested positive (active) for: NR-PPAR-gamma (PPAR-gamma nuclear receptor agonist). (9) The drug is O=C1CCCCCCCCCCOCCCCO1. It tested positive (active) for: NR-Aromatase (Aromatase enzyme inhibition).